From a dataset of Reaction yield outcomes from USPTO patents with 853,638 reactions. Predict the reaction yield, written as a fraction of the theoretical maximum amount of product (1.0 means a 100% yield; for example, 0.34 means a 34% yield). (1) The reactants are C(O[C:4](=[O:18])[C:5](=[N:10][NH:11][CH:12]1[CH2:17][CH2:16][CH2:15][CH2:14][CH2:13]1)[C:6]([CH3:9])([CH3:8])[CH3:7])C.CC(C)(C)[C:21](=O)[C:22]([OH:24])=[O:23].C1CCN2C(=[N:32]CCC2)CC1.BrCC.[C:42]([O-:45])(O)=O.[Na+].Cl.C1(NN)CCCCC1.Cl.[CH3:57][C:58]([O:61]C)(C)C. The yield is 0.570. The catalyst is O.CCOC(C)=O. The product is [CH:12]1([N:11]2[C:58](=[O:61])[C:57]([C:42]([NH:32][CH2:21][C:22]([OH:24])=[O:23])=[O:45])=[C:4]([OH:18])[C:5]([C:6]([CH3:7])([CH3:8])[CH3:9])=[N:10]2)[CH2:13][CH2:14][CH2:15][CH2:16][CH2:17]1. (2) The reactants are P(Cl)(Cl)([Cl:3])=O.CN([CH:9]=[O:10])C.O[C:12]1[NH:17][C:16]([S:18][CH3:19])=[N:15]C(=O)C=1.Cl[CH:22]=[C:23]([Cl:25])Cl. No catalyst specified. The product is [Cl:25][C:23]1[C:22]([CH:9]=[O:10])=[C:12]([Cl:3])[N:17]=[C:16]([S:18][CH3:19])[N:15]=1. The yield is 0.610.